Dataset: Forward reaction prediction with 1.9M reactions from USPTO patents (1976-2016). Task: Predict the product of the given reaction. (1) Given the reactants C(OC(=O)[NH:7][C:8]1[CH:13]=[C:12]([N:14]([CH3:18])[CH2:15][CH2:16][CH3:17])[C:11]([C:19]#[N:20])=[CH:10][C:9]=1[NH:21][C:22](=[O:38])[CH2:23][C:24]([C:26]1[CH:31]=[CH:30][CH:29]=[C:28]([C:32]2[O:36][N:35]=[C:34]([CH3:37])[CH:33]=2)[CH:27]=1)=O)(C)(C)C.C(O)(C(F)(F)F)=O, predict the reaction product. The product is: [CH3:37][C:34]1[CH:33]=[C:32]([C:28]2[CH:27]=[C:26]([C:24]3[CH2:23][C:22](=[O:38])[NH:21][C:9]4[CH:10]=[C:11]([C:19]#[N:20])[C:12]([N:14]([CH3:18])[CH2:15][CH2:16][CH3:17])=[CH:13][C:8]=4[N:7]=3)[CH:31]=[CH:30][CH:29]=2)[O:36][N:35]=1. (2) Given the reactants [Cl:1][C:2]1[C:11]2[C:6](=[CH:7][C:8]([OH:14])=[C:9]([O:12][CH3:13])[CH:10]=2)[N:5]=[CH:4][N:3]=1.Br[CH2:16][CH2:17][Cl:18].C(=O)([O-])[O-].[K+].[K+], predict the reaction product. The product is: [Cl:1][C:2]1[C:11]2[C:6](=[CH:7][C:8]([O:14][CH2:16][CH2:17][Cl:18])=[C:9]([O:12][CH3:13])[CH:10]=2)[N:5]=[CH:4][N:3]=1. (3) Given the reactants [Cl-].[NH4+].[N:3]1([C:9]2[CH:10]=[C:11]([C:18]3[N:23]=[C:22]([C:24]4([OH:28])[CH2:27][CH2:26][CH2:25]4)[CH:21]=[CH:20][CH:19]=3)[CH:12]=[C:13]([N+:15]([O-])=O)[CH:14]=2)[CH2:8][CH2:7][O:6][CH2:5][CH2:4]1.O, predict the reaction product. The product is: [NH2:15][C:13]1[CH:12]=[C:11]([C:18]2[N:23]=[C:22]([C:24]3([OH:28])[CH2:27][CH2:26][CH2:25]3)[CH:21]=[CH:20][CH:19]=2)[CH:10]=[C:9]([N:3]2[CH2:8][CH2:7][O:6][CH2:5][CH2:4]2)[CH:14]=1. (4) The product is: [I:1][C:2]1[CH:7]=[C:6]([N+:8]([O-:10])=[O:9])[CH:5]=[CH:4][C:3]=1[NH:11][S:12]([CH3:15])(=[O:14])=[O:13]. Given the reactants [I:1][C:2]1[CH:7]=[C:6]([N+:8]([O-:10])=[O:9])[CH:5]=[CH:4][C:3]=1[N:11](S(C)(=O)=O)[S:12]([CH3:15])(=[O:14])=[O:13].[Li+].[OH-], predict the reaction product.